This data is from Catalyst prediction with 721,799 reactions and 888 catalyst types from USPTO. The task is: Predict which catalyst facilitates the given reaction. (1) Reactant: [CH3:1][O:2][C:3]([C:5]1[C:9]([NH2:10])=[CH:8][N:7]([CH:11]2[CH2:16][CH2:15][CH2:14][CH2:13][O:12]2)[N:6]=1)=[O:4].C(N(CC)CC)C.[Cl:24][C:25]1[CH:33]=[CH:32][CH:31]=[C:30]([Cl:34])[C:26]=1[C:27](Cl)=[O:28]. Product: [CH3:1][O:2][C:3]([C:5]1[C:9]([NH:10][C:27](=[O:28])[C:26]2[C:25]([Cl:24])=[CH:33][CH:32]=[CH:31][C:30]=2[Cl:34])=[CH:8][N:7]([CH:11]2[CH2:16][CH2:15][CH2:14][CH2:13][O:12]2)[N:6]=1)=[O:4]. The catalyst class is: 4. (2) Reactant: [C:1]([O:5][C@@H:6]([C:12]1[C:21]([CH3:22])=[CH:20][C:19]2[C:14](=[CH:15][CH:16]=[CH:17][C:18]=2[CH3:23])[C:13]=1[O:24]S(C)(=O)=O)[C:7]([O:9][CH2:10][CH3:11])=[O:8])([CH3:4])([CH3:3])[CH3:2].[F-].C([N+](CCCC)(CCCC)CCCC)CCC.C([O-])(O)=O.[Na+]. Product: [C:1]([O:5][C@@H:6]([C:12]1[C:21]([CH3:22])=[CH:20][C:19]2[C:14](=[CH:15][CH:16]=[CH:17][C:18]=2[CH3:23])[C:13]=1[OH:24])[C:7]([O:9][CH2:10][CH3:11])=[O:8])([CH3:4])([CH3:3])[CH3:2]. The catalyst class is: 1. (3) Reactant: Br[C:2]1[C:3]([CH3:10])=[N:4][C:5]([F:9])=[CH:6][C:7]=1[CH3:8].[Li]C(C)(C)C.[C:16](=[O:18])=[O:17]. Product: [F:9][C:5]1[CH:6]=[C:7]([CH3:8])[C:2]([C:16]([OH:18])=[O:17])=[C:3]([CH3:10])[N:4]=1. The catalyst class is: 28. (4) Reactant: [Na].[C:2]([O:6][C:7]([N:9]1[CH2:14][CH2:13][CH:12]([C:15](=[O:22])[CH2:16][C:17]([O:19][CH2:20][CH3:21])=[O:18])[CH2:11][CH2:10]1)=[O:8])([CH3:5])([CH3:4])[CH3:3].Br[CH2:24][CH2:25][C:26]1[CH:31]=[CH:30][C:29]([S:32][CH3:33])=[CH:28][CH:27]=1. Product: [C:2]([O:6][C:7]([N:9]1[CH2:14][CH2:13][CH:12]([C:15](=[O:22])[CH:16]([C:17]([O:19][CH2:20][CH3:21])=[O:18])[CH2:24][CH2:25][C:26]2[CH:31]=[CH:30][C:29]([S:32][CH3:33])=[CH:28][CH:27]=2)[CH2:11][CH2:10]1)=[O:8])([CH3:4])([CH3:5])[CH3:3]. The catalyst class is: 14. (5) Reactant: Cl.[CH3:2][C:3]([NH:6][NH2:7])([CH3:5])[CH3:4].C(N(CC)CC)C.O=[C:16]([CH:21]1[CH2:26][CH2:25][N:24]([C:27]([O:29][C:30]([CH3:33])([CH3:32])[CH3:31])=[O:28])[CH2:23][CH2:22]1)[CH2:17][C:18](=O)[CH3:19]. Product: [CH3:2][C:3]([N:6]1[C:16]([CH:21]2[CH2:26][CH2:25][N:24]([C:27]([O:29][C:30]([CH3:33])([CH3:32])[CH3:31])=[O:28])[CH2:23][CH2:22]2)=[CH:17][C:18]([CH3:19])=[N:7]1)([CH3:5])[CH3:4]. The catalyst class is: 8. (6) Reactant: [F:1][C:2]1[CH:3]=[C:4]([NH:26][C:27]([C:29]2[O:30][CH:31]=[CH:32][CH:33]=2)=[O:28])[CH:5]=[C:6]2[C:10]=1[N:9](C(C1OC=CC=1)=O)[N:8]=[C:7]2/[CH:18]=[CH:19]/[C:20]1[CH:21]=[N:22][CH:23]=[CH:24][CH:25]=1.N. Product: [F:1][C:2]1[CH:3]=[C:4]([NH:26][C:27]([C:29]2[O:30][CH:31]=[CH:32][CH:33]=2)=[O:28])[CH:5]=[C:6]2[C:10]=1[NH:9][N:8]=[C:7]2[CH:18]=[CH:19][C:20]1[CH:21]=[N:22][CH:23]=[CH:24][CH:25]=1. The catalyst class is: 823.